From a dataset of Full USPTO retrosynthesis dataset with 1.9M reactions from patents (1976-2016). Predict the reactants needed to synthesize the given product. (1) Given the product [CH3:70][O:71][C:72](=[O:73])/[CH:74]=[CH:14]\[CH:13]=[CH:12]\[C@@H:11]([CH3:19])[C@@H:10]([OH:9])[CH2:20][C@H:21]([OH:61])/[CH:22]=[CH:23]\[C@H:24]([CH3:60])[C@H:25]([OH:52])[C@@H:26]([CH3:51])[CH2:27][C@@H:28]([CH3:50])[CH2:29][CH2:30][C@@H:31]([OH:42])[C@H:32]([CH3:41])[C@@H:33]([OH:40])[C@@H:34]([CH3:39])/[CH:35]=[CH:36]\[CH:37]=[CH2:38], predict the reactants needed to synthesize it. The reactants are: Cl.[Si]([O:9][C@@H:10]([CH2:20][C@H:21]([O:61][Si](C(C)(C)C)(C)C)/[CH:22]=[CH:23]\[C@H:24]([CH3:60])[C@H:25]([O:52][Si](C(C)(C)C)(C)C)[C@@H:26]([CH3:51])[CH2:27][C@@H:28]([CH3:50])[CH2:29][CH2:30][C@@H:31]([O:42][Si](C(C)(C)C)(C)C)[C@H:32]([CH3:41])[C@@H:33]([OH:40])[C@@H:34]([CH3:39])/[CH:35]=[CH:36]\[CH:37]=[CH2:38])[C@H:11]([CH3:19])/[CH:12]=[CH:13]/[CH:14]=C\C(O)=O)(C(C)(C)C)(C)C.C[CH2:70][O:71][C:72]([CH3:74])=[O:73]. (2) Given the product [C:13]([NH:16][C:2]1[CH:11]=[CH:10][C:9]2[C:4](=[CH:5][CH:6]=[C:7]([CH3:12])[CH:8]=2)[N:3]=1)(=[O:15])[CH3:14], predict the reactants needed to synthesize it. The reactants are: Cl[C:2]1[CH:11]=[CH:10][C:9]2[C:4](=[CH:5][CH:6]=[C:7]([CH3:12])[CH:8]=2)[N:3]=1.[C:13]([NH2:16])(=[O:15])[CH3:14].C([O-])([O-])=O.[K+].[K+].